Dataset: Full USPTO retrosynthesis dataset with 1.9M reactions from patents (1976-2016). Task: Predict the reactants needed to synthesize the given product. Given the product [N+:1]([C:4]1[CH:5]=[CH:6][CH:7]=[C:8]2[C:13]=1[N:12]=[CH:11][CH:10]=[C:9]2[O:14][C:15]1[CH:20]=[CH:19][C:18]([NH:21][C:30]([NH:29][C:26]2[CH:27]=[CH:28][C:23]([Cl:22])=[C:24]([C:32]([F:34])([F:33])[F:35])[CH:25]=2)=[O:31])=[CH:17][CH:16]=1)([O-:3])=[O:2], predict the reactants needed to synthesize it. The reactants are: [N+:1]([C:4]1[CH:5]=[CH:6][CH:7]=[C:8]2[C:13]=1[N:12]=[CH:11][CH:10]=[C:9]2[O:14][C:15]1[CH:20]=[CH:19][C:18]([NH2:21])=[CH:17][CH:16]=1)([O-:3])=[O:2].[Cl:22][C:23]1[CH:28]=[CH:27][C:26]([N:29]=[C:30]=[O:31])=[CH:25][C:24]=1[C:32]([F:35])([F:34])[F:33].